Dataset: Full USPTO retrosynthesis dataset with 1.9M reactions from patents (1976-2016). Task: Predict the reactants needed to synthesize the given product. (1) Given the product [C:1]([O:4][C@@H:5]1[C@H:9]([O:10][C:11](=[O:13])[CH3:12])[C@@H:8]([C:14]2[CH:18]=[C:17]([CH2:19][CH3:20])[O:16][N:15]=2)[O:7][C@H:6]1[N:21]1[CH:29]=[N:28][C:27]2[C:22]1=[N:23][C:24]([Cl:31])=[N:25][C:26]=2[NH:46][CH:43]([CH2:44][CH3:45])[CH2:41][CH3:42])(=[O:3])[CH3:2], predict the reactants needed to synthesize it. The reactants are: [C:1]([O:4][C@@H:5]1[C@H:9]([O:10][C:11](=[O:13])[CH3:12])[C@@H:8]([C:14]2[CH:18]=[C:17]([CH2:19][CH3:20])[O:16][N:15]=2)[O:7][C@H:6]1[N:21]1[CH:29]=[N:28][C:27]2[C:22]1=[N:23][C:24]([Cl:31])=[N:25][C:26]=2Cl)(=[O:3])[CH3:2].C(N(C(C)C)CC)(C)C.[CH2:41]([CH:43]([NH2:46])[CH2:44][CH3:45])[CH3:42]. (2) Given the product [NH2:1][C:4]1[CH:5]=[C:6]2[C:10](=[CH:11][CH:12]=1)[NH:9][C:8](=[O:13])[C:7]2=[C:14]([C:16]1[N:17]=[CH:18][NH:19][CH:20]=1)[CH3:15], predict the reactants needed to synthesize it. The reactants are: [N+:1]([C:4]1[CH:5]=[C:6]2[C:10](=[CH:11][CH:12]=1)[NH:9][C:8](=[O:13])[C:7]2=[C:14]([C:16]1[N:17]=[CH:18][NH:19][CH:20]=1)[CH3:15])([O-])=O.[Sn](Cl)(Cl)(Cl)Cl.C(=O)(O)[O-].[Na+]. (3) Given the product [F:1][C:2]1[CH:3]=[C:4]([C:8]2[NH:40][C:35]3[C:36]([C:9]=2[CH2:10][CH2:11][CH2:12][N:13]2[CH2:18][CH2:17][CH:16]([C:19]4[CH:20]=[C:21]([NH:25][C:26](=[O:30])[CH:27]([CH3:29])[CH3:28])[CH:22]=[CH:23][CH:24]=4)[CH2:15][CH2:14]2)=[CH:37][CH:38]=[CH:39][C:34]=3[CH3:33])[CH:5]=[CH:6][CH:7]=1, predict the reactants needed to synthesize it. The reactants are: [F:1][C:2]1[CH:3]=[C:4]([C:8](=O)[CH2:9][CH2:10][CH2:11][CH2:12][N:13]2[CH2:18][CH2:17][CH:16]([C:19]3[CH:20]=[C:21]([NH:25][C:26](=[O:30])[CH:27]([CH3:29])[CH3:28])[CH:22]=[CH:23][CH:24]=3)[CH2:15][CH2:14]2)[CH:5]=[CH:6][CH:7]=1.Cl.[CH3:33][C:34]1[CH:39]=[CH:38][CH:37]=[CH:36][C:35]=1[NH:40]N. (4) Given the product [F:9][CH:8]([F:10])[C:5]1[N:6]=[CH:7][C:2]([C:66]([N:13]([O:35][CH3:36])[CH3:12])=[O:69])=[CH:3][CH:4]=1, predict the reactants needed to synthesize it. The reactants are: Br[C:2]1[CH:3]=[CH:4][C:5]([CH:8]([F:10])[F:9])=[N:6][CH:7]=1.Cl.[CH3:12][NH:13]OC.C1(P(C2C=CC=CC=2)C2[C:36]3[O:35]C4C(=CC=CC=4P(C4C=CC=CC=4)C4C=CC=CC=4)C(C)(C)C=3C=CC=2)C=CC=CC=1.P([O-])([O-])([O-])=O.[K+].[K+].[K+].[C:66](=[O:69])(O)[O-].[Na+]. (5) Given the product [F:1][C:2]1[CH:7]=[CH:6][C:5]([N:8]2[C:16]3[CH:15]=[C:14]4[CH2:17][CH2:18][C@H:19]5[C:24]([C@@:13]4([CH3:29])[CH2:12][C:11]=3[CH:10]=[N:9]2)=[CH:23][CH2:22][CH2:21][CH:20]5[C:25]([OH:27])=[O:26])=[CH:4][CH:3]=1, predict the reactants needed to synthesize it. The reactants are: [F:1][C:2]1[CH:7]=[CH:6][C:5]([N:8]2[C:16]3[CH:15]=[C:14]4[CH2:17][CH2:18][C@H:19]5[C:24]([C@@:13]4([CH3:29])[CH2:12][C:11]=3[CH:10]=[N:9]2)=[CH:23][CH2:22][CH2:21][C@H:20]5[C:25]([O:27]C)=[O:26])=[CH:4][CH:3]=1.FC1C=CC(N2C3C=C4CC[C@H]5C([C@@]4(C)CC=3C=N2)=CCC[C@@H]5C(OC)=O)=CC=1.[Li+].[OH-]. (6) Given the product [Br:1][C:2]1[CH:7]=[CH:6][C:5]([C:8]2([C:16]([NH2:17])=[O:18])[CH2:9][C:10]3([O:12][CH2:13][CH2:14][O:15]3)[CH2:11]2)=[CH:4][CH:3]=1, predict the reactants needed to synthesize it. The reactants are: [Br:1][C:2]1[CH:7]=[CH:6][C:5]([C:8]2([C:16]#[N:17])[CH2:11][C:10]3([O:15][CH2:14][CH2:13][O:12]3)[CH2:9]2)=[CH:4][CH:3]=1.[OH:18]O.[NH4+].[OH-]. (7) Given the product [NH2:38][N:19]1[CH2:20][CH2:21][C:22]2[C:27](=[CH:26][C:25]([O:28][CH2:29][CH2:30][NH:31][S:32]([CH2:35][CH2:36][CH3:37])(=[O:34])=[O:33])=[CH:24][CH:23]=2)[CH:18]1[C:14]1([C:11]2[CH:10]=[CH:9][C:8]([F:7])=[CH:13][CH:12]=2)[CH2:15][CH2:16][CH2:17]1, predict the reactants needed to synthesize it. The reactants are: [H-].[Al+3].[Li+].[H-].[H-].[H-].[F:7][C:8]1[CH:13]=[CH:12][C:11]([C:14]2([CH:18]3[C:27]4[C:22](=[CH:23][CH:24]=[C:25]([O:28][CH2:29][CH2:30][NH:31][S:32]([CH2:35][CH2:36][CH3:37])(=[O:34])=[O:33])[CH:26]=4)[CH2:21][CH2:20][N:19]3[N:38]=O)[CH2:17][CH2:16][CH2:15]2)=[CH:10][CH:9]=1.